From a dataset of Full USPTO retrosynthesis dataset with 1.9M reactions from patents (1976-2016). Predict the reactants needed to synthesize the given product. (1) Given the product [Cl:8][C:6]1[N:5]=[CH:4][N:3]=[C:2]([O:9][C:10]2[CH:36]=[CH:35][CH:34]=[CH:33][C:11]=2[CH2:12][NH:13][C:14]([NH:16][C:17]2[N:21]([C:22]3[CH:27]=[CH:26][C:25]([CH3:28])=[CH:24][CH:23]=3)[N:20]=[C:19]([C:29]([CH3:31])([CH3:32])[CH3:30])[CH:18]=2)=[O:15])[CH:7]=1, predict the reactants needed to synthesize it. The reactants are: Cl[C:2]1[CH:7]=[C:6]([Cl:8])[N:5]=[CH:4][N:3]=1.[OH:9][C:10]1[CH:36]=[CH:35][CH:34]=[CH:33][C:11]=1[CH2:12][NH:13][C:14]([NH:16][C:17]1[N:21]([C:22]2[CH:27]=[CH:26][C:25]([CH3:28])=[CH:24][CH:23]=2)[N:20]=[C:19]([C:29]([CH3:32])([CH3:31])[CH3:30])[CH:18]=1)=[O:15].[OH-].[Na+].[Cl-].[NH4+]. (2) Given the product [O:11]1[CH:10]=[CH:9][CH:8]=[C:7]1[CH2:6][NH:12][S:2]([CH3:1])(=[O:4])=[O:3], predict the reactants needed to synthesize it. The reactants are: [CH3:1][S:2](Cl)(=[O:4])=[O:3].[CH2:6]([NH2:12])[C:7]1[O:11][CH:10]=[CH:9][CH:8]=1.C(N(CC)CC)C.